Predict the reaction yield, written as a fraction of the theoretical maximum amount of product (1.0 means a 100% yield; for example, 0.34 means a 34% yield). From a dataset of Reaction yield outcomes from USPTO patents with 853,638 reactions. The reactants are [C:1]([O:9][C@H:10]1[C@H:14]([NH:15][C:16](=[O:23])[C:17]2[CH:22]=[CH:21][N:20]=[CH:19][CH:18]=2)[CH2:13][C@H:12]([CH2:24][OH:25])[C@H:11]1[O:26][C:27](=[O:34])[C:28]1[CH:33]=[CH:32][CH:31]=[CH:30][CH:29]=1)(=[O:8])[C:2]1[CH:7]=[CH:6][CH:5]=[CH:4][CH:3]=1.C1CCN2C(=NCCC2)CC1.Cl[S:47]([NH2:50])(=[O:49])=[O:48]. The catalyst is C(#N)C. The product is [C:1]([O:9][C@H:10]1[C@H:14]([NH:15][C:16](=[O:23])[C:17]2[CH:22]=[CH:21][N:20]=[CH:19][CH:18]=2)[CH2:13][C@H:12]([CH2:24][O:25][S:47]([NH2:50])(=[O:49])=[O:48])[C@H:11]1[O:26][C:27](=[O:34])[C:28]1[CH:29]=[CH:30][CH:31]=[CH:32][CH:33]=1)(=[O:8])[C:2]1[CH:7]=[CH:6][CH:5]=[CH:4][CH:3]=1. The yield is 0.270.